The task is: Predict the reaction yield, written as a fraction of the theoretical maximum amount of product (1.0 means a 100% yield; for example, 0.34 means a 34% yield).. This data is from Reaction yield outcomes from USPTO patents with 853,638 reactions. (1) The reactants are Br[C:2]1[C:3]([N:19]([CH3:24])[S:20]([CH3:23])(=[O:22])=[O:21])=[CH:4][C:5]2[O:9][C:8]([C:10]([O:12][CH3:13])=[O:11])=[C:7]([C:14](=[O:17])[NH:15][CH3:16])[C:6]=2[CH:18]=1.[B:25]1([B:25]2[O:29][C:28]([CH3:31])([CH3:30])[C:27]([CH3:33])([CH3:32])[O:26]2)[O:29][C:28]([CH3:31])([CH3:30])[C:27]([CH3:33])([CH3:32])[O:26]1.CC(O[K])=O. The catalyst is O1CCOCC1. The product is [CH3:16][NH:15][C:14]([C:7]1[C:6]2[CH:18]=[C:2]([B:25]3[O:29][C:28]([CH3:31])([CH3:30])[C:27]([CH3:33])([CH3:32])[O:26]3)[C:3]([N:19]([CH3:24])[S:20]([CH3:23])(=[O:22])=[O:21])=[CH:4][C:5]=2[O:9][C:8]=1[C:10]([O:12][CH3:13])=[O:11])=[O:17]. The yield is 0.640. (2) The reactants are Br[C:2]1[CH:3]=[N:4][N:5]([C:7]([C:24]2[CH:29]=[CH:28][C:27]([O:30][CH3:31])=[CH:26][CH:25]=2)([C:16]2[CH:21]=[CH:20][C:19]([O:22][CH3:23])=[CH:18][CH:17]=2)[C:8]2[CH:13]=[CH:12][C:11]([O:14][CH3:15])=[CH:10][CH:9]=2)[CH:6]=1.[CH:32]([C:34]1[CH:39]=[CH:38][C:37](B(O)O)=[CH:36][CH:35]=1)=[O:33].C([O-])([O-])=O.[K+].[K+]. The product is [CH3:15][O:14][C:11]1[CH:12]=[CH:13][C:8]([C:7]([C:24]2[CH:29]=[CH:28][C:27]([O:30][CH3:31])=[CH:26][CH:25]=2)([C:16]2[CH:21]=[CH:20][C:19]([O:22][CH3:23])=[CH:18][CH:17]=2)[N:5]2[CH:6]=[C:2]([C:37]3[CH:38]=[CH:39][C:34]([CH:32]=[O:33])=[CH:35][CH:36]=3)[CH:3]=[N:4]2)=[CH:9][CH:10]=1. The yield is 0.330. The catalyst is COCCOC.O.C1C=CC([P]([Pd]([P](C2C=CC=CC=2)(C2C=CC=CC=2)C2C=CC=CC=2)([P](C2C=CC=CC=2)(C2C=CC=CC=2)C2C=CC=CC=2)[P](C2C=CC=CC=2)(C2C=CC=CC=2)C2C=CC=CC=2)(C2C=CC=CC=2)C2C=CC=CC=2)=CC=1. (3) The reactants are Br[C:2]1[CH:3]=[CH:4][C:5]([N+:8]([O-])=O)=[N:6][CH:7]=1.[CH3:11][CH:12]1[CH2:17][NH:16][CH2:15][CH:14]([CH3:18])[NH:13]1.C(=O)([O-])[O-].[K+].[K+].C(N(CC)CC)C.[C:32](O[C:32]([O:34][C:35]([CH3:38])([CH3:37])[CH3:36])=[O:33])([O:34][C:35]([CH3:38])([CH3:37])[CH3:36])=[O:33]. The catalyst is [I-].C([N+](CCCC)(CCCC)CCCC)CCC.CS(C)=O.ClCCl.C1COCC1.[Ni]. The product is [C:35]([O:34][C:32]([N:13]1[CH:14]([CH3:18])[CH2:15][N:16]([C:2]2[CH:7]=[N:6][C:5]([NH2:8])=[CH:4][CH:3]=2)[CH2:17][CH:12]1[CH3:11])=[O:33])([CH3:38])([CH3:37])[CH3:36]. The yield is 0.267. (4) The reactants are N1C=CC=CC=1.N1C(F)=NC(F)=NC=1F.[F:16][C:17]([F:31])([F:30])[C:18]1[CH:19]=[CH:20][C:21]2[S:25][C:24]([C:26](O)=[O:27])=[CH:23][C:22]=2[CH:29]=1.[BH4-].[Na+].OS(O)(=O)=O. The catalyst is C(Cl)Cl.CO. The product is [F:30][C:17]([F:16])([F:31])[C:18]1[CH:19]=[CH:20][C:21]2[S:25][C:24]([CH2:26][OH:27])=[CH:23][C:22]=2[CH:29]=1. The yield is 0.546. (5) The reactants are Cl[CH2:2][C:3]1[S:4][CH:5]=[CH:6][C:7]=1[S:8]([N:11]([CH3:26])[C:12]1[CH:13]=[CH:14][CH:15]=[C:16]2[C:20]=1[NH:19][C:18]([C:21]1[S:22][CH:23]=[CH:24][N:25]=1)=[CH:17]2)(=[O:10])=[O:9].[CH3:27][S-:28].[Na+]. The catalyst is O1CCCC1. The product is [CH3:26][N:11]([C:12]1[CH:13]=[CH:14][CH:15]=[C:16]2[C:20]=1[NH:19][C:18]([C:21]1[S:22][CH:23]=[CH:24][N:25]=1)=[CH:17]2)[S:8]([C:7]1[CH:6]=[CH:5][S:4][C:3]=1[CH2:2][S:28][CH3:27])(=[O:10])=[O:9]. The yield is 0.990. (6) The reactants are N[C:2]1[CH:7]=[CH:6][C:5]([C:8]2[NH:25][C:11]3[CH:12]=[N:13][C:14]([NH:16][C:17]([CH:19]4[CH2:24][CH2:23][CH2:22][CH2:21][CH2:20]4)=[O:18])=[CH:15][C:10]=3[N:9]=2)=[CH:4][CH:3]=1.[CH:26]1([C:32](Cl)=[O:33])[CH2:31][CH2:30][CH2:29][CH2:28][CH2:27]1. The catalyst is C1COCC1.N1C=CC=CC=1. The product is [CH:26]1([C:32]([C:2]2[CH:7]=[CH:6][C:5]([C:8]3[NH:25][C:11]4[CH:12]=[N:13][C:14]([NH:16][C:17]([CH:19]5[CH2:24][CH2:23][CH2:22][CH2:21][CH2:20]5)=[O:18])=[CH:15][C:10]=4[N:9]=3)=[CH:4][CH:3]=2)=[O:33])[CH2:31][CH2:30][CH2:29][CH2:28][CH2:27]1. The yield is 0.510. (7) The reactants are [CH3:1][O:2][C:3]([C:5]1[S:6][C:7]([Br:11])=[CH:8][C:9]=1[OH:10])=[O:4].[Cl:12][C:13]1[CH:18]=[CH:17][CH:16]=[CH:15][C:14]=1[CH:19](O)[CH3:20].C1(P(C2C=CC=CC=2)C2C=CC=CC=2)C=CC=CC=1.CCOC(/N=N/C(OCC)=O)=O. The catalyst is C1COCC1. The product is [CH3:1][O:2][C:3]([C:5]1[S:6][C:7]([Br:11])=[CH:8][C:9]=1[O:10][CH:19]([C:14]1[CH:15]=[CH:16][CH:17]=[CH:18][C:13]=1[Cl:12])[CH3:20])=[O:4]. The yield is 0.980.